This data is from Full USPTO retrosynthesis dataset with 1.9M reactions from patents (1976-2016). The task is: Predict the reactants needed to synthesize the given product. Given the product [CH2:22]([C:21]1[C:12]([CH:11]=[CH:10][C:7]2[CH:8]=[CH:9][C:4]([C:3]([OH:29])=[O:2])=[CH:5][CH:6]=2)=[CH:13][C:14]2[C:15]([CH3:28])([CH3:27])[CH2:16][CH2:17][C:18]([CH3:25])([CH3:26])[C:19]=2[CH:20]=1)[CH2:23][CH3:24], predict the reactants needed to synthesize it. The reactants are: C[O:2][C:3](=[O:29])[C:4]1[CH:9]=[CH:8][C:7]([CH:10]=[CH:11][C:12]2[C:21]([CH2:22][CH2:23][CH3:24])=[CH:20][C:19]3[C:18]([CH3:26])([CH3:25])[CH2:17][CH2:16][C:15]([CH3:28])([CH3:27])[C:14]=3[CH:13]=2)=[CH:6][CH:5]=1.